Task: Predict the product of the given reaction.. Dataset: Forward reaction prediction with 1.9M reactions from USPTO patents (1976-2016) (1) Given the reactants [F:1][C:2]([F:19])([F:18])[C:3]1[CH:8]=[CH:7][C:6]([C:9]2[C:10]([C:15](O)=[O:16])=[CH:11][CH:12]=[CH:13][CH:14]=2)=[CH:5][CH:4]=1.S(Cl)([Cl:22])=O.CN(C)C(=O)C1C=CC=CC=1, predict the reaction product. The product is: [F:1][C:2]([F:19])([F:18])[C:3]1[CH:8]=[CH:7][C:6]([C:9]2[C:10]([C:15]([Cl:22])=[O:16])=[CH:11][CH:12]=[CH:13][CH:14]=2)=[CH:5][CH:4]=1. (2) Given the reactants [OH:1][C:2]1[CH:3]=[C:4]([C:10](=[O:13])[CH2:11][CH3:12])[CH:5]=[CH:6][C:7]=1[O:8][CH3:9].Br[CH2:15][CH2:16][O:17][C:18](=[O:20])[CH3:19].C([O-])([O-])=O.[K+].[K+], predict the reaction product. The product is: [CH3:9][O:8][C:7]1[CH:6]=[CH:5][C:4]([C:10](=[O:13])[CH2:11][CH3:12])=[CH:3][C:2]=1[O:1][CH2:19][C:18]([O:17][CH2:16][CH3:15])=[O:20]. (3) Given the reactants [CH:1]1[CH:2]=[CH:3][C:4]([N:7]=[N:8][C:9]2[CH:10]=[CH:11][C:12]([OH:15])=[CH:13][CH:14]=2)=[CH:5][CH:6]=1.IC.[C:18](=O)([O-])[O-].[K+].[K+], predict the reaction product. The product is: [CH3:18][O:15][C:12]1[CH:11]=[CH:10][C:9]([N:8]=[N:7][C:4]2[CH:3]=[CH:2][CH:1]=[CH:6][CH:5]=2)=[CH:14][CH:13]=1. (4) Given the reactants [Cl:1][C:2]1[CH:7]=[CH:6][C:5]([C:8]2[C:9]([C:17]3[CH:22]=[CH:21][C:20]([Cl:23])=[CH:19][C:18]=3[Cl:24])=[N:10][C:11]([C:14](Cl)=[O:15])=[N:12][CH:13]=2)=[CH:4][CH:3]=1.Cl.[C:26]([C:29]1([C:35]2[CH:40]=[CH:39][CH:38]=[CH:37][CH:36]=2)[CH2:34][CH2:33][NH:32][CH2:31][CH2:30]1)(=[O:28])[CH3:27].C(N(CC)CC)C, predict the reaction product. The product is: [Cl:1][C:2]1[CH:7]=[CH:6][C:5]([C:8]2[C:9]([C:17]3[CH:22]=[CH:21][C:20]([Cl:23])=[CH:19][C:18]=3[Cl:24])=[N:10][C:11]([C:14]([N:32]3[CH2:33][CH2:34][C:29]([C:26](=[O:28])[CH3:27])([C:35]4[CH:36]=[CH:37][CH:38]=[CH:39][CH:40]=4)[CH2:30][CH2:31]3)=[O:15])=[N:12][CH:13]=2)=[CH:4][CH:3]=1. (5) Given the reactants Br[C:2]1[C:3]([C:12]([F:15])([F:14])[F:13])=[CH:4][C:5]([C:8]([F:11])([F:10])[F:9])=[N:6][CH:7]=1.C([Li])CCC.CCCCCC.[CH:27](=[N:30][S@:31]([C:33]([CH3:36])([CH3:35])[CH3:34])=[O:32])[CH2:28][CH3:29].[Cl-].[NH4+], predict the reaction product. The product is: [F:13][C:12]([F:15])([F:14])[C:3]1[CH:4]=[C:5]([C:8]([F:11])([F:10])[F:9])[N:6]=[CH:7][C:2]=1[C@@H:27]([NH:30][S@:31]([C:33]([CH3:36])([CH3:35])[CH3:34])=[O:32])[CH2:28][CH3:29].[F:13][C:12]([F:15])([F:14])[C:3]1[CH:4]=[C:5]([C:8]([F:11])([F:10])[F:9])[N:6]=[CH:7][C:2]=1[C@H:27]([NH:30][S@:31]([C:33]([CH3:36])([CH3:35])[CH3:34])=[O:32])[CH2:28][CH3:29]. (6) Given the reactants [CH2:1]([C:5]1[N:6]=[C:7]([CH3:27])[NH:8][C:9](=[O:26])[C:10]=1[CH2:11][C:12]1[CH:17]=[CH:16][C:15]([C:18]2[C:19]([C:24]#[N:25])=[CH:20][CH:21]=[CH:22][CH:23]=2)=[CH:14][CH:13]=1)[CH2:2][CH2:3][CH3:4].[H-].[Na+].CN(C)C=O.Br[CH2:36][C:37]1[CH:42]=[CH:41][C:40]([Cl:43])=[CH:39][CH:38]=1, predict the reaction product. The product is: [CH2:1]([C:5]1[N:6]=[C:7]([CH3:27])[N:8]([CH2:36][C:37]2[CH:42]=[CH:41][C:40]([Cl:43])=[CH:39][CH:38]=2)[C:9](=[O:26])[C:10]=1[CH2:11][C:12]1[CH:17]=[CH:16][C:15]([C:18]2[C:19]([C:24]#[N:25])=[CH:20][CH:21]=[CH:22][CH:23]=2)=[CH:14][CH:13]=1)[CH2:2][CH2:3][CH3:4]. (7) Given the reactants [C:1]([C:3]1[CH:4]=[C:5]([C:13]2[O:17][N:16]=[C:15]([C:18]3[CH:41]=[CH:40][C:21]4[CH2:22][CH2:23][N:24]([C:27](=[O:39])[C:28]([NH:31]C(=O)OC(C)(C)C)([CH3:30])[CH3:29])[CH2:25][CH2:26][C:20]=4[CH:19]=3)[N:14]=2)[CH:6]=[CH:7][C:8]=1[O:9][CH:10]([CH3:12])[CH3:11])#[N:2].FC(F)(F)C(O)=O, predict the reaction product. The product is: [CH3:30][C:28]([C:27]([N:24]1[CH2:23][CH2:22][C:21]2[CH:40]=[CH:41][C:18]([C:15]3[N:14]=[C:13]([C:5]4[CH:6]=[CH:7][C:8]([O:9][CH:10]([CH3:12])[CH3:11])=[C:3]([CH:4]=4)[C:1]#[N:2])[O:17][N:16]=3)=[CH:19][C:20]=2[CH2:26][CH2:25]1)=[O:39])([CH3:29])[NH2:31]. (8) Given the reactants [F:1][C:2]1[CH:7]=[C:6]([N+:8]([O-:10])=[O:9])[CH:5]=[C:4](I)[CH:3]=1.[NH2:12][C:13]1[CH:14]=[N:15][CH:16]=[N:17][CH:18]=1.C([O-])([O-])=O.[Cs+].[Cs+].C1(P(C2C=CC=CC=2)C2C3OC4C(=CC=CC=4P(C4C=CC=CC=4)C4C=CC=CC=4)C(C)(C)C=3C=CC=2)C=CC=CC=1, predict the reaction product. The product is: [F:1][C:2]1[CH:3]=[C:4]([NH:12][C:13]2[CH:14]=[N:15][CH:16]=[N:17][CH:18]=2)[CH:5]=[C:6]([N+:8]([O-:10])=[O:9])[CH:7]=1. (9) Given the reactants [C]=O.[F:3][CH2:4][C:5]1([CH2:27][F:28])[CH:10]=[C:9](OS(C(F)(F)F)(=O)=O)[C:8]2[CH:19]=[C:20]([C:23]([F:26])([F:25])[F:24])[CH:21]=[CH:22][C:7]=2[O:6]1.[C:29]([O-:32])(=[O:31])C.[K+], predict the reaction product. The product is: [F:3][CH2:4][C:5]1([CH2:27][F:28])[CH:10]=[C:9]([C:29]([OH:32])=[O:31])[C:8]2[CH:19]=[C:20]([C:23]([F:24])([F:25])[F:26])[CH:21]=[CH:22][C:7]=2[O:6]1. (10) Given the reactants [CH3:1][C:2]1([C:8]2[CH:13]=[CH:12][CH:11]=[CH:10][CH:9]=2)[C:5](=[O:6])[CH2:4][C:3]1=[O:7].[CH:14]1[C:23]2[C:18](=[CH:19][CH:20]=[CH:21][CH:22]=2)[CH:17]=[CH:16][C:15]=1[CH:24]([C:26]1[CH:31]=[CH:30][CH:29]=[CH:28][CH:27]=1)O, predict the reaction product. The product is: [OH:6][C:5]1[C:2]([CH3:1])([C:8]2[CH:13]=[CH:12][CH:11]=[CH:10][CH:9]=2)[C:3](=[O:7])[C:4]=1[CH:24]([C:15]1[CH:16]=[CH:17][C:18]2[C:23](=[CH:22][CH:21]=[CH:20][CH:19]=2)[CH:14]=1)[C:26]1[CH:27]=[CH:28][CH:29]=[CH:30][CH:31]=1.